Dataset: Forward reaction prediction with 1.9M reactions from USPTO patents (1976-2016). Task: Predict the product of the given reaction. (1) Given the reactants ClCCl.C([O-])(=O)C.[K+].[B:18]1([B:18]2[O:22][C:21]([CH3:24])([CH3:23])[C:20]([CH3:26])([CH3:25])[O:19]2)[O:22][C:21]([CH3:24])([CH3:23])[C:20]([CH3:26])([CH3:25])[O:19]1.I[C:28]1[CH:29]=[C:30]2[C:34](=[CH:35][CH:36]=1)[CH2:33][CH:32]([NH:37][S:38]([CH:41]([CH3:43])[CH3:42])(=[O:40])=[O:39])[CH2:31]2, predict the reaction product. The product is: [CH3:24][C:21]1([CH3:23])[C:20]([CH3:25])([CH3:26])[O:19][B:18]([C:28]2[CH:29]=[C:30]3[C:34](=[CH:35][CH:36]=2)[CH2:33][CH:32]([NH:37][S:38]([CH:41]([CH3:43])[CH3:42])(=[O:39])=[O:40])[CH2:31]3)[O:22]1. (2) Given the reactants [B:10]1([B:10]2[O:14][C:13]([CH3:16])([CH3:15])[C:12]([CH3:18])([CH3:17])[O:11]2)[O:14][C:13]([CH3:16])([CH3:15])[C:12]([CH3:18])([CH3:17])[O:11]1.C([O-])(=O)C.[K+].Br[C:25]1[CH:26]=[C:27]2[C:31](=[C:32]([Cl:34])[CH:33]=1)[NH:30][CH:29]=[CH:28]2.C(Cl)Cl, predict the reaction product. The product is: [Cl:34][C:32]1[CH:33]=[C:25]([B:10]2[O:11][C:12]([CH3:17])([CH3:18])[C:13]([CH3:15])([CH3:16])[O:14]2)[CH:26]=[C:27]2[C:31]=1[NH:30][CH:29]=[CH:28]2. (3) Given the reactants [CH3:1][O:2][C:3]1[CH:4]=[C:5]([CH:7]=[CH:8][C:9]=1[C:10]1[O:14][CH:13]=[N:12][CH:11]=1)[NH2:6].[C:15]([O:19][C:20]([NH:22][C@H:23]([CH2:27][CH:28]([CH3:30])[CH3:29])[C:24](O)=[O:25])=[O:21])([CH3:18])([CH3:17])[CH3:16].C(N(CC)C(C)C)(C)C.CN(C(ON1N=NC2C=CC=NC1=2)=[N+](C)C)C.F[P-](F)(F)(F)(F)F.C([O-])(O)=O.[Na+], predict the reaction product. The product is: [CH3:1][O:2][C:3]1[CH:4]=[C:5]([NH:6][C:24](=[O:25])[C@H:23]([NH:22][C:20](=[O:21])[O:19][C:15]([CH3:18])([CH3:17])[CH3:16])[CH2:27][CH:28]([CH3:30])[CH3:29])[CH:7]=[CH:8][C:9]=1[C:10]1[O:14][CH:13]=[N:12][CH:11]=1. (4) The product is: [CH3:25][C:12]1[CH:11]=[C:10]([O:9][CH2:8][C:2]2([CH3:1])[CH2:3][S:4](=[O:6])(=[O:7])[CH2:5]2)[CH:15]=[CH:14][C:13]=1[C:27]1[C:31]2[CH:32]=[C:33]([O:36][CH2:37][C:38]3[CH:39]=[CH:40][C:41]([C@@H:44]([C:51]#[C:52][CH3:53])[CH2:45][C:46]([O:48][CH2:49][CH3:50])=[O:47])=[CH:42][CH:43]=3)[CH:34]=[CH:35][C:30]=2[S:29][CH:28]=1. Given the reactants [CH3:1][C:2]1([CH2:8][O:9][C:10]2[CH:15]=[CH:14][C:13](B3OC(C)(C)C(C)(C)O3)=[C:12]([CH3:25])[CH:11]=2)[CH2:5][S:4](=[O:7])(=[O:6])[CH2:3]1.Br[C:27]1[C:31]2[CH:32]=[C:33]([O:36][CH2:37][C:38]3[CH:43]=[CH:42][C:41]([C@@H:44]([C:51]#[C:52][CH3:53])[CH2:45][C:46]([O:48][CH2:49][CH3:50])=[O:47])=[CH:40][CH:39]=3)[CH:34]=[CH:35][C:30]=2[S:29][CH:28]=1.C([O-])([O-])=O.[Cs+].[Cs+], predict the reaction product.